From a dataset of Forward reaction prediction with 1.9M reactions from USPTO patents (1976-2016). Predict the product of the given reaction. (1) Given the reactants [CH:1]([C:3]1[CH:11]=[CH:10][C:6]([C:7]([OH:9])=[O:8])=[CH:5][CH:4]=1)=O.[C:12]([C:15]1[CH:20]=[CH:19][CH:18]=[CH:17][CH:16]=1)(=[O:14])[CH3:13].[OH-].[Na+].Cl, predict the reaction product. The product is: [O:14]=[C:12]([C:15]1[CH:20]=[CH:19][CH:18]=[CH:17][CH:16]=1)[CH:13]=[CH:1][C:3]1[CH:11]=[CH:10][C:6]([C:7]([OH:9])=[O:8])=[CH:5][CH:4]=1. (2) Given the reactants [CH3:1][CH:2]([N:4]1[C:12](=[O:13])[C:11]2[CH:10]=[C:9]3[CH2:14][CH2:15][NH:16][CH2:17][CH2:18][C:8]3=[CH:7][C:6]=2[CH2:5]1)[CH3:3].[Cl:19][CH2:20][CH2:21][CH2:22][CH2:23][S:24][C:25]1[N:26]([CH3:41])[C:27]([C:30]2[CH:39]=[CH:38][CH:37]=[C:36]3[C:31]=2[CH:32]=[CH:33][C:34]([CH3:40])=[N:35]3)=[N:28][N:29]=1, predict the reaction product. The product is: [ClH:19].[CH3:3][CH:2]([N:4]1[C:12](=[O:13])[C:11]2[CH:10]=[C:9]3[CH2:14][CH2:15][N:16]([CH2:20][CH2:21][CH2:22][CH2:23][S:24][C:25]4[N:26]([CH3:41])[C:27]([C:30]5[CH:39]=[CH:38][CH:37]=[C:36]6[C:31]=5[CH:32]=[CH:33][C:34]([CH3:40])=[N:35]6)=[N:28][N:29]=4)[CH2:17][CH2:18][C:8]3=[CH:7][C:6]=2[CH2:5]1)[CH3:1].